This data is from Reaction yield outcomes from USPTO patents with 853,638 reactions. The task is: Predict the reaction yield, written as a fraction of the theoretical maximum amount of product (1.0 means a 100% yield; for example, 0.34 means a 34% yield). (1) The reactants are [I:1][CH2:2][CH2:3][CH2:4][C:5]([OH:7])=[O:6].O[N:9]1[C:13](=[O:14])[CH2:12][CH2:11][C:10]1=[O:15].C1(N=C=NC2CCCCC2)CCCCC1. The catalyst is C1COCC1. The product is [I:1][CH2:2][CH2:3][CH2:4][C:5]([O:7][N:9]1[C:13](=[O:14])[CH2:12][CH2:11][C:10]1=[O:15])=[O:6]. The yield is 0.840. (2) The reactants are CS[C:3]1[N:8]=[CH:7][C:6]([C:9]#[N:10])=[CH:5][N:4]=1.[CH3:11][NH:12][CH2:13][C:14]1[CH:19]=[CH:18][N:17]=[CH:16][CH:15]=1. The catalyst is O1CCOCC1. The product is [CH3:11][N:12]([CH2:13][C:14]1[CH:19]=[CH:18][N:17]=[CH:16][CH:15]=1)[C:3]1[N:8]=[CH:7][C:6]([C:9]#[N:10])=[CH:5][N:4]=1. The yield is 0.640. (3) The reactants are C(N(C[N:7]1[CH2:12][CH2:11][CH2:10][C:9](=[C:13](O)[C:14]2[CH:15]=[N:16][CH:17]=[C:18]([CH3:20])[CH:19]=2)C1=O)CC)C.[ClH:23]. The catalyst is CC(C)=O.C(O)(C)C. The product is [ClH:23].[ClH:23].[CH3:20][C:18]1[CH:19]=[C:14]([C:13]2[CH2:9][CH2:10][CH2:11][CH2:12][N:7]=2)[CH:15]=[N:16][CH:17]=1. The yield is 0.850. (4) The reactants are C([O-])(=O)C.[K+].[B:15]1([B:15]2[O:19][C:18]([CH3:21])([CH3:20])[C:17]([CH3:23])([CH3:22])[O:16]2)[O:19][C:18]([CH3:21])([CH3:20])[C:17]([CH3:23])([CH3:22])[O:16]1.[CH2:24]([C:26]([C:44]1[CH:49]=[C:48]([CH3:50])[C:47](OS(C(F)(F)F)(=O)=O)=[C:46]([CH3:59])[CH:45]=1)([C:29]1[CH:34]=[CH:33][C:32](/[CH:35]=[CH:36]/[C:37]([CH2:41][CH3:42])([OH:40])[CH2:38][CH3:39])=[C:31]([CH3:43])[CH:30]=1)[CH2:27][CH3:28])[CH3:25].C(=O)(O)[O-].[Na+]. The catalyst is O1CCOCC1.C1C=CC(P(C2C=CC=CC=2)[C-]2C=CC=C2)=CC=1.C1C=CC(P(C2C=CC=CC=2)[C-]2C=CC=C2)=CC=1.Cl[Pd]Cl.[Fe+2].C1(P(C2C=CC=CC=2)[C-]2C=CC=C2)C=CC=CC=1.[C-]1(P(C2C=CC=CC=2)C2C=CC=CC=2)C=CC=C1.[Fe+2]. The product is [CH3:59][C:46]1[CH:45]=[C:44]([C:26]([C:29]2[CH:34]=[CH:33][C:32](/[CH:35]=[CH:36]/[C:37]([CH2:38][CH3:39])([OH:40])[CH2:41][CH3:42])=[C:31]([CH3:43])[CH:30]=2)([CH2:27][CH3:28])[CH2:24][CH3:25])[CH:49]=[C:48]([CH3:50])[C:47]=1[B:15]1[O:16][C:17]([CH3:22])([CH3:23])[C:18]([CH3:20])([CH3:21])[O:19]1. The yield is 0.550. (5) The reactants are [C:1]([C:3]1[C:4]([NH2:10])=[N:5][C:6]([NH2:9])=[CH:7][CH:8]=1)#[CH:2].[CH2:11]([C:18]1[N:23]=[CH:22][C:21]([CH2:24][C:25](Cl)=[N:26][OH:27])=[CH:20][CH:19]=1)[C:12]1[CH:17]=[CH:16][CH:15]=[CH:14][CH:13]=1.C(N(CC)CC)C. The yield is 0.800. The product is [CH2:11]([C:18]1[N:23]=[CH:22][C:21]([CH2:24][C:25]2[CH:2]=[C:1]([C:3]3[C:4]([NH2:10])=[N:5][C:6]([NH2:9])=[CH:7][CH:8]=3)[O:27][N:26]=2)=[CH:20][CH:19]=1)[C:12]1[CH:13]=[CH:14][CH:15]=[CH:16][CH:17]=1. The catalyst is O1CCCC1. (6) The reactants are C1(CO[C:9]([NH:11][C@H:12]([C:17]([NH:19][C@H:20]([CH2:25][OH:26])[CH2:21][CH2:22][CH2:23][CH3:24])=[O:18])[CH2:13][CH:14]([CH3:16])[CH3:15])=[O:10])C=CC=CC=1.C(N(CC)CC)C.[N:34]1(C(Cl)=O)[CH2:39][CH2:38][O:37][CH2:36][CH2:35]1. The catalyst is CO.C(Cl)Cl.[C].[Pd]. The product is [N:34]1([C:9]([NH:11][C@H:12]([C:17]([NH:19][C@H:20]([CH2:25][OH:26])[CH2:21][CH2:22][CH2:23][CH3:24])=[O:18])[CH2:13][CH:14]([CH3:15])[CH3:16])=[O:10])[CH2:39][CH2:38][O:37][CH2:36][CH2:35]1. The yield is 0.710. (7) The reactants are CN(C)C=O.[O:6]1[CH2:10][CH2:9][O:8][CH:7]1[C:11]1[CH:12]=[CH:13][C:14]([CH2:17][OH:18])=[N:15][CH:16]=1.[H-].[Na+].F[C:22]1[CH:27]=[CH:26][CH:25]=[CH:24][N:23]=1. The catalyst is O. The product is [O:6]1[CH2:10][CH2:9][O:8][CH:7]1[C:11]1[CH:12]=[CH:13][C:14]([CH2:17][O:18][C:22]2[CH:27]=[CH:26][CH:25]=[CH:24][N:23]=2)=[N:15][CH:16]=1. The yield is 0.770.